This data is from Forward reaction prediction with 1.9M reactions from USPTO patents (1976-2016). The task is: Predict the product of the given reaction. (1) Given the reactants [NH2:1][CH2:2][CH2:3][C:4]1[CH:9]=[CH:8][C:7]([S:10][CH:11]2[CH2:16][CH2:15][N:14]([C:17]([C:19]3[S:20][CH:21]=[CH:22][C:23]=3[CH3:24])=[O:18])[CH2:13][CH2:12]2)=[CH:6][CH:5]=1.C([Si]([O:42][C:43]1[CH:48]=[CH:47][C:46]([O:49][CH2:50][CH:51]2[CH2:53][O:52]2)=[CH:45][CH:44]=1)(C1C=CC=CC=1)C1C=CC=CC=1)(C)(C)C, predict the reaction product. The product is: [OH:52][C@H:51]([CH2:50][O:49][C:46]1[CH:47]=[CH:48][C:43]([OH:42])=[CH:44][CH:45]=1)[CH2:53][NH:1][CH2:2][CH2:3][C:4]1[CH:9]=[CH:8][C:7]([S:10][CH:11]2[CH2:12][CH2:13][N:14]([C:17]([C:19]3[S:20][CH:21]=[CH:22][C:23]=3[CH3:24])=[O:18])[CH2:15][CH2:16]2)=[CH:6][CH:5]=1. (2) Given the reactants [O:1]=[C:2]1[C:15]2[CH:14]=[CH:13][CH:12]=[CH:11][C:10]=2[N:9]([CH2:16][CH2:17][CH2:18][CH2:19][CH2:20][C:21]([O:23]CC)=[O:22])[C:8]2[C:3]1=[CH:4][CH:5]=[CH:6][CH:7]=2.Cl, predict the reaction product. The product is: [O:1]=[C:2]1[C:15]2[CH:14]=[CH:13][CH:12]=[CH:11][C:10]=2[N:9]([CH2:16][CH2:17][CH2:18][CH2:19][CH2:20][C:21]([OH:23])=[O:22])[C:8]2[C:3]1=[CH:4][CH:5]=[CH:6][CH:7]=2. (3) Given the reactants [H-].[Al+3].[Li+].[H-].[H-].[H-].C([O:9][C:10]([CH2:12][C:13]1[C:14]2[CH:21]=[CH:20][CH:19]=[C:18]([C:22](OC)=[O:23])[C:15]=2[S:16][CH:17]=1)=O)C.C(OCC)(=O)C.O, predict the reaction product. The product is: [OH:23][CH2:22][C:18]1[C:15]2[S:16][CH:17]=[C:13]([CH2:12][CH2:10][OH:9])[C:14]=2[CH:21]=[CH:20][CH:19]=1. (4) Given the reactants [CH3:1][O:2][C:3]1[CH:11]=[C:10]([CH:12]=[O:13])[C:9]2[C:5](=[CH:6][N:7]([CH2:14][O:15][CH2:16][CH2:17][Si:18]([CH3:21])([CH3:20])[CH3:19])[N:8]=2)[CH:4]=1.[CH3:22][Mg]Br, predict the reaction product. The product is: [CH3:1][O:2][C:3]1[CH:11]=[C:10]([CH:12]([OH:13])[CH3:22])[C:9]2[C:5](=[CH:6][N:7]([CH2:14][O:15][CH2:16][CH2:17][Si:18]([CH3:20])([CH3:19])[CH3:21])[N:8]=2)[CH:4]=1. (5) Given the reactants COC(=O)C[C@@H](N[C:12]([O:14][C:15]([CH3:18])([CH3:17])[CH3:16])=[O:13])C1C=COC=1.F[C:21]1[CH:22]=[C:23]2[C:28](=[CH:29][CH:30]=1)[CH:27]([CH2:31][C:32]([OH:34])=[O:33])[NH:26][CH2:25][CH2:24]2, predict the reaction product. The product is: [C:15]([O:14][C:12]([N:26]1[CH2:25][CH2:24][C:23]2[C:28](=[CH:29][CH:30]=[CH:21][CH:22]=2)[CH:27]1[CH2:31][C:32]([OH:34])=[O:33])=[O:13])([CH3:18])([CH3:17])[CH3:16]. (6) The product is: [C:1]([C:5]1[CH:6]=[CH:7][C:8]2[O:12][C:11]([C:13]3[CH:18]=[C:17]([N+:19]([O-:21])=[O:20])[CH:16]=[C:15]([CH2:22][O:23][C:49]4[CH:48]=[CH:47][CH:46]=[C:45]([Cl:44])[CH:50]=4)[CH:14]=3)=[N:10][C:9]=2[CH:24]=1)([CH3:4])([CH3:2])[CH3:3]. Given the reactants [C:1]([C:5]1[CH:6]=[CH:7][C:8]2[O:12][C:11]([C:13]3[CH:14]=[C:15]([CH2:22][OH:23])[CH:16]=[C:17]([N+:19]([O-:21])=[O:20])[CH:18]=3)=[N:10][C:9]=2[CH:24]=1)([CH3:4])([CH3:3])[CH3:2].C1C=CC(P(C2C=CC=CC=2)C2C=CC=CC=2)=CC=1.[Cl:44][C:45]1[CH:46]=[C:47](O)[CH:48]=[CH:49][CH:50]=1.N(C(OC(C)C)=O)=NC(OC(C)C)=O, predict the reaction product. (7) Given the reactants [Cl:1][C:2]1[CH:7]=[CH:6][CH:5]=[C:4]([C:8]([F:11])([F:10])[F:9])[C:3]=1[C:12]1[CH:17]=[CH:16][N:15]=[CH:14][CH:13]=1.ClC1C=CC=C(C(OO)=[O:26])C=1.S([O-])([O-])=O.[Na+].[Na+], predict the reaction product. The product is: [Cl:1][C:2]1[CH:7]=[CH:6][CH:5]=[C:4]([C:8]([F:9])([F:10])[F:11])[C:3]=1[C:12]1[CH:17]=[CH:16][N+:15]([O-:26])=[CH:14][CH:13]=1. (8) Given the reactants C(N1CC[C@@H]([CH2:8][C:9]2[CH:14]=[C:13]([F:15])[CH:12]=[CH:11][C:10]=2[S:16]([NH:19][C:20]2[C:29]([C:30]([O:32][CH3:33])=[O:31])=[C:28]3[C:23]([CH:24]4[CH2:34][CH:25]4[CH2:26][O:27]3)=[CH:22][CH:21]=2)(=[O:18])=[O:17])C1)C.[CH2:35]([N:37]1[CH2:41][CH2:40][CH2:39][C@H:38]1[CH2:42]CC1C=C(F)C=CC=1S(Cl)(=O)=O)[CH3:36].NC1C(C(OC)=O)=C2C([C@H]3C[C@H]3CO2)=CC=1, predict the reaction product. The product is: [CH2:35]([N:37]1[CH2:41][CH2:40][CH2:39][C@H:38]1[CH2:42][CH2:8][C:9]1[CH:14]=[C:13]([F:15])[CH:12]=[CH:11][C:10]=1[S:16]([NH:19][C:20]1[C:29]([C:30]([O:32][CH3:33])=[O:31])=[C:28]2[C:23]([C@H:24]3[CH2:34][C@H:25]3[CH2:26][O:27]2)=[CH:22][CH:21]=1)(=[O:17])=[O:18])[CH3:36]. (9) Given the reactants [O:1]1[CH2:6][CH2:5][N:4]([C:7]2[N:16]=[CH:15][CH:14]=[CH:13][C:8]=2[C:9](OC)=[O:10])[CH2:3][CH2:2]1.[H-].[Al+3].[Li+].[H-].[H-].[H-].O.[OH-].[Na+], predict the reaction product. The product is: [O:1]1[CH2:6][CH2:5][N:4]([C:7]2[C:8]([CH2:9][OH:10])=[CH:13][CH:14]=[CH:15][N:16]=2)[CH2:3][CH2:2]1. (10) Given the reactants [C:1]([C:4]1[C:5](=[O:24])[CH2:6][CH:7]([C:11]2[S:12][CH:13]=[CH:14][C:15]=2[C:16]2[CH:21]=[CH:20][CH:19]=[C:18]([O:22][CH3:23])[N:17]=2)[CH2:8][C:9]=1O)(=O)[CH3:2].N1CCCC1.Cl.[NH2:31][C:32]([NH2:34])=[NH:33], predict the reaction product. The product is: [NH2:34][C:32]1[N:33]=[C:1]([CH3:2])[C:4]2[C:5](=[O:24])[CH2:6][CH:7]([C:11]3[S:12][CH:13]=[CH:14][C:15]=3[C:16]3[CH:21]=[CH:20][CH:19]=[C:18]([O:22][CH3:23])[N:17]=3)[CH2:8][C:9]=2[N:31]=1.